Dataset: NCI-60 drug combinations with 297,098 pairs across 59 cell lines. Task: Regression. Given two drug SMILES strings and cell line genomic features, predict the synergy score measuring deviation from expected non-interaction effect. (1) Drug 1: CCC1(CC2CC(C3=C(CCN(C2)C1)C4=CC=CC=C4N3)(C5=C(C=C6C(=C5)C78CCN9C7C(C=CC9)(C(C(C8N6C=O)(C(=O)OC)O)OC(=O)C)CC)OC)C(=O)OC)O.OS(=O)(=O)O. Drug 2: CCC(=C(C1=CC=CC=C1)C2=CC=C(C=C2)OCCN(C)C)C3=CC=CC=C3.C(C(=O)O)C(CC(=O)O)(C(=O)O)O. Cell line: NCI-H226. Synergy scores: CSS=28.2, Synergy_ZIP=-4.42, Synergy_Bliss=0.643, Synergy_Loewe=-51.6, Synergy_HSA=-0.211. (2) Drug 1: CC1CCC2CC(C(=CC=CC=CC(CC(C(=O)C(C(C(=CC(C(=O)CC(OC(=O)C3CCCCN3C(=O)C(=O)C1(O2)O)C(C)CC4CCC(C(C4)OC)OCCO)C)C)O)OC)C)C)C)OC. Drug 2: CCC1(C2=C(COC1=O)C(=O)N3CC4=CC5=C(C=CC(=C5CN(C)C)O)N=C4C3=C2)O.Cl. Cell line: HOP-92. Synergy scores: CSS=12.2, Synergy_ZIP=-5.71, Synergy_Bliss=-3.47, Synergy_Loewe=1.05, Synergy_HSA=-1.05. (3) Drug 1: CC1C(C(CC(O1)OC2CC(CC3=C2C(=C4C(=C3O)C(=O)C5=C(C4=O)C(=CC=C5)OC)O)(C(=O)C)O)N)O.Cl. Drug 2: CC(C1=C(C=CC(=C1Cl)F)Cl)OC2=C(N=CC(=C2)C3=CN(N=C3)C4CCNCC4)N. Cell line: SW-620. Synergy scores: CSS=14.5, Synergy_ZIP=-4.54, Synergy_Bliss=-0.427, Synergy_Loewe=-13.6, Synergy_HSA=-1.11. (4) Drug 1: CC1=C2C(C(=O)C3(C(CC4C(C3C(C(C2(C)C)(CC1OC(=O)C(C(C5=CC=CC=C5)NC(=O)OC(C)(C)C)O)O)OC(=O)C6=CC=CC=C6)(CO4)OC(=O)C)OC)C)OC. Drug 2: CC1=C2C(C(=O)C3(C(CC4C(C3C(C(C2(C)C)(CC1OC(=O)C(C(C5=CC=CC=C5)NC(=O)C6=CC=CC=C6)O)O)OC(=O)C7=CC=CC=C7)(CO4)OC(=O)C)O)C)OC(=O)C. Cell line: EKVX. Synergy scores: CSS=53.7, Synergy_ZIP=-10.7, Synergy_Bliss=-4.45, Synergy_Loewe=-6.63, Synergy_HSA=-0.184. (5) Drug 1: CN(CC1=CN=C2C(=N1)C(=NC(=N2)N)N)C3=CC=C(C=C3)C(=O)NC(CCC(=O)O)C(=O)O. Drug 2: C1CN(P(=O)(OC1)NCCCl)CCCl. Cell line: NCI-H460. Synergy scores: CSS=52.2, Synergy_ZIP=3.94, Synergy_Bliss=3.34, Synergy_Loewe=-53.4, Synergy_HSA=2.54. (6) Drug 1: C1=NC2=C(N1)C(=S)N=CN2. Drug 2: C1=NC2=C(N=C(N=C2N1C3C(C(C(O3)CO)O)F)Cl)N. Cell line: HS 578T. Synergy scores: CSS=4.26, Synergy_ZIP=-4.65, Synergy_Bliss=-6.28, Synergy_Loewe=-6.51, Synergy_HSA=-4.03. (7) Drug 1: CC1=C(C=C(C=C1)NC(=O)C2=CC=C(C=C2)CN3CCN(CC3)C)NC4=NC=CC(=N4)C5=CN=CC=C5. Drug 2: CC1=C(N=C(N=C1N)C(CC(=O)N)NCC(C(=O)N)N)C(=O)NC(C(C2=CN=CN2)OC3C(C(C(C(O3)CO)O)O)OC4C(C(C(C(O4)CO)O)OC(=O)N)O)C(=O)NC(C)C(C(C)C(=O)NC(C(C)O)C(=O)NCCC5=NC(=CS5)C6=NC(=CS6)C(=O)NCCC[S+](C)C)O. Cell line: IGROV1. Synergy scores: CSS=17.1, Synergy_ZIP=-3.78, Synergy_Bliss=1.30, Synergy_Loewe=-10.9, Synergy_HSA=0.312. (8) Drug 2: CC1=C(C(=O)C2=C(C1=O)N3CC4C(C3(C2COC(=O)N)OC)N4)N. Cell line: COLO 205. Synergy scores: CSS=42.3, Synergy_ZIP=4.04, Synergy_Bliss=1.64, Synergy_Loewe=-20.0, Synergy_HSA=-3.06. Drug 1: CN1CCC(CC1)COC2=C(C=C3C(=C2)N=CN=C3NC4=C(C=C(C=C4)Br)F)OC. (9) Drug 1: C1CN1P(=S)(N2CC2)N3CC3. Drug 2: CCCCC(=O)OCC(=O)C1(CC(C2=C(C1)C(=C3C(=C2O)C(=O)C4=C(C3=O)C=CC=C4OC)O)OC5CC(C(C(O5)C)O)NC(=O)C(F)(F)F)O. Cell line: K-562. Synergy scores: CSS=47.0, Synergy_ZIP=-9.16, Synergy_Bliss=-9.00, Synergy_Loewe=-16.0, Synergy_HSA=-6.73.